From a dataset of Reaction yield outcomes from USPTO patents with 853,638 reactions. Predict the reaction yield, written as a fraction of the theoretical maximum amount of product (1.0 means a 100% yield; for example, 0.34 means a 34% yield). (1) The reactants are [Cl:1][C:2]1[CH:10]=[CH:9][CH:8]=[C:7]([N+:11]([O-:13])=[O:12])[C:3]=1[C:4]([OH:6])=O.O=S(Cl)Cl.[F:18][C:19]1[CH:25]=[CH:24][C:22]([NH2:23])=[CH:21][CH:20]=1.C([O-])(O)=O.[Na+]. The catalyst is C1(C)C=CC=CC=1.O1CCOCC1. The product is [Cl:1][C:2]1[CH:10]=[CH:9][CH:8]=[C:7]([N+:11]([O-:13])=[O:12])[C:3]=1[C:4]([NH:23][C:22]1[CH:24]=[CH:25][C:19]([F:18])=[CH:20][CH:21]=1)=[O:6]. The yield is 0.871. (2) The product is [CH3:1][O:2][C:3]1[C:7]2[C:8](=[O:25])[N:9]([CH2:16][C:17](=[O:24])[C:18]3[CH:23]=[CH:22][CH:21]=[CH:20][CH:19]=3)[C:10]3[CH:11]=[CH:12][CH:13]=[CH:14][C:15]=3[C:6]=2[N:5]([CH3:26])[C:4]=1[C:27]([NH:29][CH:30]1[CH2:31][CH2:32][N:33]([C:41](=[O:42])[CH2:40][S:37]([CH3:36])(=[O:39])=[O:38])[CH2:34][CH2:35]1)=[O:28]. The catalyst is CN(C=O)C.C(=O)([O-])O.[Na+]. The yield is 0.240. The reactants are [CH3:1][O:2][C:3]1[C:7]2[C:8](=[O:25])[N:9]([CH2:16][C:17](=[O:24])[C:18]3[CH:23]=[CH:22][CH:21]=[CH:20][CH:19]=3)[C:10]3[CH:11]=[CH:12][CH:13]=[CH:14][C:15]=3[C:6]=2[N:5]([CH3:26])[C:4]=1[C:27]([NH:29][CH:30]1[CH2:35][CH2:34][NH:33][CH2:32][CH2:31]1)=[O:28].[CH3:36][S:37]([CH2:40][C:41](O)=[O:42])(=[O:39])=[O:38].C1C=CC2N(O)N=NC=2C=1. (3) The reactants are [CH2:1]([N:4]=[C:5]=[O:6])[CH2:2][CH3:3].[NH2:7][C:8]1[CH:13]=[C:12]([CH2:14][S:15][C:16]2[C:21]([C:22]([NH:24][C:25]3[CH:30]=[C:29]([CH3:31])[CH:28]=[C:27]([CH3:32])[CH:26]=3)=[O:23])=[CH:20][CH:19]=[CH:18][N:17]=2)[CH:11]=[CH:10][N:9]=1.C(OCC)(=O)C. The catalyst is CN(C)C=O. The product is [CH3:32][C:27]1[CH:26]=[C:25]([NH:24][C:22]([C:21]2[C:16]([S:15][CH2:14][C:12]3[CH:11]=[CH:10][N:9]=[C:8]([NH:7][C:5]([NH:4][CH2:1][CH2:2][CH3:3])=[O:6])[CH:13]=3)=[N:17][CH:18]=[CH:19][CH:20]=2)=[O:23])[CH:30]=[C:29]([CH3:31])[CH:28]=1. The yield is 0.330. (4) The reactants are [Al+3].[Cl-].[Cl-].[Cl-].C1(OC)C=CC=CC=1.N(CC1C=CC(OC)=CC=1)=[N+]=[N-].[F:25][C:26]1[C:27](=[O:47])[NH:28][C:29](=[O:46])[N:30]([C@H:32]2[CH2:35][C@@H:34]([CH2:36][CH2:37][O:38]CC3C=CC=CC=3)[CH2:33]2)[CH:31]=1. The catalyst is CO. The product is [F:25][C:26]1[C:27](=[O:47])[NH:28][C:29](=[O:46])[N:30]([C@H:32]2[CH2:35][C@@H:34]([CH2:36][CH2:37][OH:38])[CH2:33]2)[CH:31]=1. The yield is 0.534. (5) The reactants are [NH2:1][C:2]1[CH:3]=[C:4]2[C:8](=[CH:9][CH:10]=1)[C:7](=[C:11]1[C:19]3[C:14](=[CH:15][CH:16]=[CH:17][CH:18]=3)[NH:13][C:12]1=[O:20])[O:6][CH2:5]2.C(N(CC)C(C)C)(C)C.[C:30](Cl)(=[O:32])[CH3:31]. The catalyst is C1COCC1. The product is [O:20]=[C:12]1[C:11](=[C:7]2[C:8]3[C:4](=[CH:3][C:2]([NH:1][C:30](=[O:32])[CH3:31])=[CH:10][CH:9]=3)[CH2:5][O:6]2)[C:19]2[C:14](=[CH:15][CH:16]=[CH:17][CH:18]=2)[NH:13]1. The yield is 0.730.